Dataset: Full USPTO retrosynthesis dataset with 1.9M reactions from patents (1976-2016). Task: Predict the reactants needed to synthesize the given product. (1) Given the product [F:1][C:2]1[CH:15]=[C:14]([N+:16]([O-:18])=[O:17])[CH:13]=[CH:12][C:3]=1[O:4][C:5]1[CH:10]=[CH:9][N:8]=[C:7]([NH:11][C:20]([N:39]2[CH2:40][CH2:41][CH:36]([CH2:35][N:31]3[CH2:34][CH2:33][CH2:32]3)[CH2:37][CH2:38]2)=[O:21])[CH:6]=1, predict the reactants needed to synthesize it. The reactants are: [F:1][C:2]1[CH:15]=[C:14]([N+:16]([O-:18])=[O:17])[CH:13]=[CH:12][C:3]=1[O:4][C:5]1[CH:10]=[CH:9][N:8]=[C:7]([NH2:11])[CH:6]=1.Cl[C:20](OC1C=CC=CC=1)=[O:21].Cl.Cl.[N:31]1([CH2:35][CH:36]2[CH2:41][CH2:40][NH:39][CH2:38][CH2:37]2)[CH2:34][CH2:33][CH2:32]1. (2) Given the product [CH2:20]([O:5][C:6]1[C:7](=[O:17])[C:8]2[C:13]([C:14](=[O:16])[CH:15]=1)=[CH:12][CH:11]=[CH:10][CH:9]=2)[CH:19]=[CH2:18], predict the reactants needed to synthesize it. The reactants are: [H][H].O=O.[OH:5][C:6]1[C:7](=[O:17])[C:8]2[C:13]([C:14](=[O:16])[CH:15]=1)=[CH:12][CH:11]=[CH:10][CH:9]=2.[CH2:18](Br)[CH:19]=[CH2:20]. (3) Given the product [CH:6]1(/[CH:11]=[C:12](\[C:16]2[CH:17]=[CH:18][C:19]([S:22]([CH:25]3[CH2:27][CH2:26]3)(=[O:23])=[O:24])=[CH:20][CH:21]=2)/[C:13]([NH:39][C:36]2[S:37][CH:38]=[C:34]([CH:32]3[C:31]([CH3:41])([CH3:40])[O:30][C:29]([CH3:42])([CH3:28])[O:33]3)[N:35]=2)=[O:15])[CH2:7][CH2:8][CH2:9][CH2:10]1, predict the reactants needed to synthesize it. The reactants are: CN(C=O)C.[CH:6]1(/[CH:11]=[C:12](\[C:16]2[CH:21]=[CH:20][C:19]([S:22]([CH:25]3[CH2:27][CH2:26]3)(=[O:24])=[O:23])=[CH:18][CH:17]=2)/[C:13]([OH:15])=O)[CH2:10][CH2:9][CH2:8][CH2:7]1.[CH3:28][C:29]1([CH3:42])[O:33][CH:32]([C:34]2[N:35]=[C:36]([NH2:39])[S:37][CH:38]=2)[C:31]([CH3:41])([CH3:40])[O:30]1.C(OCC)(=O)C. (4) Given the product [CH2:26]([C:27]1[CH2:22][CH:29]=1)[CH2:25][CH2:24][CH2:23][CH2:28][CH3:2], predict the reactants needed to synthesize it. The reactants are: [N+](CCCC)(CCCC)(CCCC)[CH2:2]CCC.[F-].O.O.O.[C:22]1([CH3:29])[C:23]([CH3:28])=[CH:24][CH:25]=[CH:26][CH:27]=1.O.